Dataset: Forward reaction prediction with 1.9M reactions from USPTO patents (1976-2016). Task: Predict the product of the given reaction. Given the reactants [I:1]Cl.C[Si](C)(C)[C:5]1[CH:17]=[CH:16][C:15]2[C:14]3[C:9](=[CH:10][C:11]([C:18]4[CH:30]=[CH:29][C:28]5[C:27]6[C:22](=[CH:23][C:24]([C:31]7[CH:43]=[CH:42][C:41]8[C:40]9[C:35](=[CH:36][CH:37]=[CH:38][CH:39]=9)[C:34]([CH2:47][CH2:48][CH3:49])([CH2:44][CH2:45][CH3:46])[C:33]=8[CH:32]=7)=[CH:25][CH:26]=6)[C:21]([CH2:53][CH2:54][CH3:55])([CH2:50][CH2:51][CH3:52])[C:20]=5[CH:19]=4)=[CH:12][CH:13]=3)[C:8]([CH2:61][CH:62]([CH3:65])[CH2:63][CH3:64])([CH2:56][CH:57]([CH3:60])[CH2:58][CH3:59])[C:7]=2[CH:6]=1.C([O-])([O-])=O.[Na+].[Na+].C(Cl)Cl, predict the reaction product. The product is: [I:1][C:5]1[CH:17]=[CH:16][C:15]2[C:14]3[C:9](=[CH:10][C:11]([C:18]4[CH:30]=[CH:29][C:28]5[C:27]6[C:22](=[CH:23][C:24]([C:31]7[CH:43]=[CH:42][C:41]8[C:40]9[C:35](=[CH:36][CH:37]=[CH:38][CH:39]=9)[C:34]([CH2:47][CH2:48][CH3:49])([CH2:44][CH2:45][CH3:46])[C:33]=8[CH:32]=7)=[CH:25][CH:26]=6)[C:21]([CH2:53][CH2:54][CH3:55])([CH2:50][CH2:51][CH3:52])[C:20]=5[CH:19]=4)=[CH:12][CH:13]=3)[C:8]([CH2:61][CH:62]([CH3:65])[CH2:63][CH3:64])([CH2:56][CH:57]([CH3:60])[CH2:58][CH3:59])[C:7]=2[CH:6]=1.